This data is from Full USPTO retrosynthesis dataset with 1.9M reactions from patents (1976-2016). The task is: Predict the reactants needed to synthesize the given product. (1) Given the product [CH2:13]([N:10]1[CH2:11][CH2:12][C:6]2[CH:5]=[C:4]([NH2:1])[CH:17]=[CH:16][C:7]=2[CH2:8][CH2:9]1)[C:14]#[CH:15], predict the reactants needed to synthesize it. The reactants are: [N+:1]([C:4]1[CH:17]=[CH:16][C:7]2[CH2:8][CH2:9][N:10]([CH2:13][C:14]#[CH:15])[CH2:11][CH2:12][C:6]=2[CH:5]=1)([O-])=O.[Sn](Cl)Cl. (2) The reactants are: [CH3:1][S:2]([C:5]1[CH:10]=[CH:9][C:8]([NH:11][C:12](=[O:20])[CH2:13][CH:14]2[CH2:19][CH2:18][NH:17][CH2:16][CH2:15]2)=[CH:7][CH:6]=1)(=[O:4])=[O:3].Cl[CH:22]([CH3:25])[CH2:23][OH:24].[I-].[Na+].CCN(C(C)C)C(C)C. Given the product [OH:24][CH2:23][CH:22]([N:17]1[CH2:18][CH2:19][CH:14]([CH2:13][C:12]([NH:11][C:8]2[CH:9]=[CH:10][C:5]([S:2]([CH3:1])(=[O:4])=[O:3])=[CH:6][CH:7]=2)=[O:20])[CH2:15][CH2:16]1)[CH3:25], predict the reactants needed to synthesize it. (3) Given the product [CH:1]1([CH2:7][C:8]2[N:9]=[N:10][N:11]([C@@H:13]3[C@H:17]4[O:18][CH2:19][C@H:20]([NH:21][C:28]([C:26]5[N:25]=[CH:24][N:23]([CH3:22])[CH:27]=5)=[O:29])[C@H:16]4[O:15][CH2:14]3)[CH:12]=2)[CH2:2][CH2:3][CH2:4][CH2:5][CH2:6]1, predict the reactants needed to synthesize it. The reactants are: [CH:1]1([CH2:7][C:8]2[N:9]=[N:10][N:11]([C@@H:13]3[C@H:17]4[O:18][CH2:19][C@H:20]([NH2:21])[C@H:16]4[O:15][CH2:14]3)[CH:12]=2)[CH2:6][CH2:5][CH2:4][CH2:3][CH2:2]1.[CH3:22][N:23]1[CH:27]=[C:26]([C:28](O)=[O:29])[N:25]=[CH:24]1. (4) Given the product [ClH:41].[C:1]([C:3]1[CH:4]=[C:5]([CH:38]=[CH:39][CH:40]=1)[CH2:6][N:7]1[CH2:8][CH2:9][N:10]([C:13]2[CH:14]=[CH:15][C:16]([NH:19][C:20]([C:22]3[C:23]([C:28]4[CH:33]=[CH:32][C:31]([C:34]([F:36])([F:37])[F:35])=[CH:30][CH:29]=4)=[CH:24][CH:25]=[CH:26][CH:27]=3)=[O:21])=[CH:17][CH:18]=2)[CH2:11][CH2:12]1)#[N:2], predict the reactants needed to synthesize it. The reactants are: [C:1]([C:3]1[CH:4]=[C:5]([CH:38]=[CH:39][CH:40]=1)[CH2:6][N:7]1[CH2:12][CH2:11][N:10]([C:13]2[CH:18]=[CH:17][C:16]([NH:19][C:20]([C:22]3[C:23]([C:28]4[CH:33]=[CH:32][C:31]([C:34]([F:37])([F:36])[F:35])=[CH:30][CH:29]=4)=[CH:24][CH:25]=[CH:26][CH:27]=3)=[O:21])=[CH:15][CH:14]=2)[CH2:9][CH2:8]1)#[N:2].[ClH:41]. (5) Given the product [CH2:1]([N:5]([CH3:22])[C:6](=[O:7])[C:8]1[CH:16]=[C:15]([C:17]2[O:18][CH:19]=[CH:20][N:21]=2)[CH:14]=[C:10]([C:11]([NH:58][C@@H:59]([CH2:73][C:74]2[CH:75]=[C:76]([F:81])[CH:77]=[C:78]([F:80])[CH:79]=2)[C@H:60]([OH:72])[CH2:61][NH:62][CH2:63][C:64]2[CH:69]=[CH:68][CH:67]=[C:66]([CH2:70][CH3:71])[CH:65]=2)=[O:13])[CH:9]=1)[CH2:2][CH2:3][CH3:4], predict the reactants needed to synthesize it. The reactants are: [CH2:1]([N:5]([CH3:22])[C:6]([C:8]1[CH:9]=[C:10]([CH:14]=[C:15]([C:17]2[O:18][CH:19]=[CH:20][N:21]=2)[CH:16]=1)[C:11]([OH:13])=O)=[O:7])[CH2:2][CH2:3][CH3:4].C(N(C(C)C)CC)(C)C.CN(C(ON1N=NC2C=CC=NC1=2)=[N+](C)C)C.F[P-](F)(F)(F)(F)F.Cl.Cl.[NH2:58][C@@H:59]([CH2:73][C:74]1[CH:79]=[C:78]([F:80])[CH:77]=[C:76]([F:81])[CH:75]=1)[C@H:60]([OH:72])[CH2:61][NH:62][CH2:63][C:64]1[CH:69]=[CH:68][CH:67]=[C:66]([CH2:70][CH3:71])[CH:65]=1. (6) Given the product [Cl:20][C:21]1[CH:26]=[CH:25][CH:24]=[CH:23][C:22]=1[C@H:27]([O:1][C:2]1[CH:6]=[C:5]([N:7]2[C:11]3[CH:12]=[N:13][CH:14]=[CH:15][C:10]=3[N:9]=[CH:8]2)[S:4][C:3]=1[C:16]([NH2:49])=[O:18])[CH3:28], predict the reactants needed to synthesize it. The reactants are: [OH:1][C:2]1[CH:6]=[C:5]([N:7]2[C:11]3[CH:12]=[N:13][CH:14]=[CH:15][C:10]=3[N:9]=[CH:8]2)[S:4][C:3]=1[C:16]([O:18]C)=O.[Cl:20][C:21]1[CH:26]=[CH:25][CH:24]=[CH:23][C:22]=1[C@@H:27](O)[CH3:28].C1(P(C2C=CC=CC=2)C2C=CC=CC=2)C=CC=CC=1.[N:49](C(OC(C)C)=O)=NC(OC(C)C)=O.